Predict which catalyst facilitates the given reaction. From a dataset of Catalyst prediction with 721,799 reactions and 888 catalyst types from USPTO. (1) The catalyst class is: 4. Product: [CH:29]([NH:31][C:32]([NH:1][C:2]1[CH:7]=[CH:6][C:5]([C:8]2[CH:13]=[CH:12][CH:11]=[C:10]([CH2:14][N:15]([CH3:27])[C:16](=[O:26])[CH2:17][NH:18][C:19](=[O:25])[O:20][C:21]([CH3:23])([CH3:24])[CH3:22])[CH:9]=2)=[CH:4][CH:3]=1)=[O:33])([CH3:30])[CH3:28]. Reactant: [NH2:1][C:2]1[CH:7]=[CH:6][C:5]([C:8]2[CH:13]=[CH:12][CH:11]=[C:10]([CH2:14][N:15]([CH3:27])[C:16](=[O:26])[CH2:17][NH:18][C:19](=[O:25])[O:20][C:21]([CH3:24])([CH3:23])[CH3:22])[CH:9]=2)=[CH:4][CH:3]=1.[CH3:28][CH:29]([N:31]=[C:32]=[O:33])[CH3:30].O. (2) Reactant: Cl[C:2]1[CH:7]=[CH:6][N:5]2[N:8]=[CH:9][C:10]([C:11]([NH:13][C@@H:14]([C:19]3[CH:24]=[CH:23][C:22]([O:25][C:26]([F:29])([F:28])[F:27])=[CH:21][CH:20]=3)[C:15]([OH:18])([CH3:17])[CH3:16])=[O:12])=[C:4]2[N:3]=1.C(=O)([O-])[O-].[K+].[K+].[NH:36]1[CH:40]=[CH:39][N:38]=[N:37]1.CN(C)C=O. The catalyst class is: 84. Product: [OH:18][C:15]([CH3:17])([CH3:16])[C@@H:14]([NH:13][C:11]([C:10]1[CH:9]=[N:8][N:5]2[CH:6]=[CH:7][C:2]([N:36]3[CH:40]=[CH:39][N:38]=[N:37]3)=[N:3][C:4]=12)=[O:12])[C:19]1[CH:24]=[CH:23][C:22]([O:25][C:26]([F:29])([F:28])[F:27])=[CH:21][CH:20]=1. (3) Reactant: [CH3:1][S:2]([C:5]1[CH:6]=[C:7]([CH:9]=[CH:10][CH:11]=1)[NH2:8])(=[O:4])=[O:3].C(O)(=O)C.[O-:16][C:17]#[N:18].[Na+]. Product: [CH3:1][S:2]([C:5]1[CH:6]=[C:7]([NH:8][C:17]([NH2:18])=[O:16])[CH:9]=[CH:10][CH:11]=1)(=[O:3])=[O:4]. The catalyst class is: 6.